From a dataset of Forward reaction prediction with 1.9M reactions from USPTO patents (1976-2016). Predict the product of the given reaction. (1) Given the reactants C([Si]([O:8]/[C:9](/[C:12]1[CH:21]=[CH:20][C:19]2[C:14](=[CH:15][CH:16]=[CH:17][CH:18]=2)[CH:13]=1)=[CH:10]\[CH3:11])(C)C)(C)(C)C.CC[C@@H]1[C@@H]2C[C@H]([C@@H](OC3C4C(=CC=CC=4)C(O[C@@H](C4C=CN=C5C=4C=C(OC)C=C5)[C@@H]4N5C[C@H](CC)[C@@H](CC5)C4)=NN=3)C3C=CN=C4C=3C=C([O:43]C)C=C4)N(CC2)C1.CS(N)(=O)=O, predict the reaction product. The product is: [OH:43][C@H:10]([CH3:11])[C:9]([C:12]1[CH:21]=[CH:20][C:19]2[C:14](=[CH:15][CH:16]=[CH:17][CH:18]=2)[CH:13]=1)=[O:8]. (2) Given the reactants [CH2:1]([N:8]1[CH:12]=[C:11]([C:13]([O:15]CC)=[O:14])[C:10]([O:18][CH2:19][C:20]2[CH:25]=[CH:24][C:23]([O:26][CH2:27][C:28]3[N:29]=[C:30]([C:34]4[O:35][CH:36]=[CH:37][CH:38]=4)[O:31][C:32]=3[CH3:33])=[C:22]([O:39][CH2:40][C:41]3[CH:46]=[CH:45][CH:44]=[CH:43][CH:42]=3)[CH:21]=2)=[N:9]1)[C:2]1[CH:7]=[CH:6][CH:5]=[CH:4][CH:3]=1.O1CCCC1.[OH-].[Na+].Cl, predict the reaction product. The product is: [CH2:1]([N:8]1[CH:12]=[C:11]([C:13]([OH:15])=[O:14])[C:10]([O:18][CH2:19][C:20]2[CH:25]=[CH:24][C:23]([O:26][CH2:27][C:28]3[N:29]=[C:30]([C:34]4[O:35][CH:36]=[CH:37][CH:38]=4)[O:31][C:32]=3[CH3:33])=[C:22]([O:39][CH2:40][C:41]3[CH:42]=[CH:43][CH:44]=[CH:45][CH:46]=3)[CH:21]=2)=[N:9]1)[C:2]1[CH:7]=[CH:6][CH:5]=[CH:4][CH:3]=1. (3) Given the reactants [C:1]([O-:4])(=[O:3])[CH3:2].[Na+].[CH2:6](Cl)Cl.BrC1[CH:11]=[C:12]2[C:17](=[CH:18][CH:19]=1)[N:16]=[CH:15][CH:14]=[C:13]2[C:20]1[C:24]([C:25]2[CH:30]=[CH:29][CH:28]=[CH:27][N:26]=2)=[N:23][N:22]2[CH2:31][CH2:32][CH2:33][C:21]=12.[C]=O, predict the reaction product. The product is: [CH3:6][O:3][C:1]([C:2]1[CH:11]=[C:12]2[C:17](=[CH:18][CH:19]=1)[N:16]=[CH:15][CH:14]=[C:13]2[C:20]1[C:24]([C:25]2[CH:30]=[CH:29][CH:28]=[CH:27][N:26]=2)=[N:23][N:22]2[CH2:31][CH2:32][CH2:33][C:21]=12)=[O:4]. (4) Given the reactants Cl[C:2]1[C:7]([C:8]([F:11])([F:10])[F:9])=[CH:6][CH:5]=[CH:4][N:3]=1.[OH-].[K+].CC(O)=[O:16], predict the reaction product. The product is: [F:9][C:8]([F:11])([F:10])[C:7]1[C:2](=[O:16])[NH:3][CH:4]=[CH:5][CH:6]=1. (5) Given the reactants [S:1](Cl)(=[O:4])(=[O:3])[NH2:2].C1(C)C=CC=CC=1.[Cl:13][C:14]1[CH:15]=[C:16]([CH:32]=[C:33]([O:36][CH3:37])[C:34]=1[OH:35])[CH2:17][N:18]([N:27]1[CH:31]=[N:30][N:29]=[CH:28]1)[C:19]1[CH:26]=[CH:25][C:22]([C:23]#[N:24])=[CH:21][CH:20]=1, predict the reaction product. The product is: [Cl:13][C:14]1[CH:15]=[C:16]([CH2:17][N:18]([C:19]2[CH:20]=[CH:21][C:22]([C:23]#[N:24])=[CH:25][CH:26]=2)[N:27]2[CH:31]=[N:30][N:29]=[CH:28]2)[CH:32]=[C:33]([O:36][CH3:37])[C:34]=1[O:35][S:1](=[O:4])(=[O:3])[NH2:2]. (6) Given the reactants [CH:1]([C:3]1[CH:4]=[CH:5][C:6]2[C@H:15]3[C@H:11]([CH2:12][N:13](C(OC(C)(C)C)=O)[CH2:14]3)[O:10][CH2:9][C:7]=2[CH:8]=1)=[CH2:2].C(O)C.FC(F)(F)C(O)=O, predict the reaction product. The product is: [CH2:1]([C:3]1[CH:4]=[CH:5][C:6]2[C@H:15]3[C@H:11]([CH2:12][NH:13][CH2:14]3)[O:10][CH2:9][C:7]=2[CH:8]=1)[CH3:2].